The task is: Predict the reactants needed to synthesize the given product.. This data is from Full USPTO retrosynthesis dataset with 1.9M reactions from patents (1976-2016). (1) Given the product [C:1]([O:5][C:6]([N:8]1[CH2:9][CH2:10][C:11]([C:15]2[CH:20]=[CH:19][C:18]([Cl:21])=[CH:17][CH:16]=2)([O:14][CH3:24])[CH2:12][CH2:13]1)=[O:7])([CH3:4])([CH3:2])[CH3:3], predict the reactants needed to synthesize it. The reactants are: [C:1]([O:5][C:6]([N:8]1[CH2:13][CH2:12][C:11]([C:15]2[CH:20]=[CH:19][C:18]([Cl:21])=[CH:17][CH:16]=2)([OH:14])[CH2:10][CH2:9]1)=[O:7])([CH3:4])([CH3:3])[CH3:2].[H-].[Na+].[CH3:24]I.O. (2) Given the product [Cl:9][C:4]1[CH:3]=[C:2]([N:1]2[C:15]([CH3:17])=[CH:16][C:11]([OH:10])=[CH:12][C:13]2=[O:14])[C:7]([CH3:8])=[CH:6][N:5]=1, predict the reactants needed to synthesize it. The reactants are: [NH2:1][C:2]1[C:7]([CH3:8])=[CH:6][N:5]=[C:4]([Cl:9])[CH:3]=1.[OH:10][C:11]1[CH:16]=[C:15]([CH3:17])[O:14][C:13](=O)[CH:12]=1.[Cl-].[Li+].CO. (3) The reactants are: [Cl:1][C:2]1[CH:3]=[CH:4][C:5]([OH:10])=[C:6]([CH:9]=1)[CH:7]=[O:8].[CH2:11](O)[CH2:12][OH:13].CC1C=CC(S(O)(=O)=O)=CC=1. Given the product [Cl:1][C:2]1[CH:3]=[CH:4][C:5]([OH:10])=[C:6]([CH:7]2[O:13][CH2:12][CH2:11][O:8]2)[CH:9]=1, predict the reactants needed to synthesize it. (4) Given the product [C:1]([C:4]1[C:14]2[CH2:13][CH2:12][N:11]([C:15]([O:32][C:28]([CH3:31])([CH3:30])[CH3:29])=[O:20])[CH2:10][CH2:9][C:8]=2[CH:7]=[CH:6][C:5]=1[Cl:21])(=[O:3])[CH3:2], predict the reactants needed to synthesize it. The reactants are: [C:1]([C:4]1[C:14]2[CH2:13][CH2:12][N:11]([C:15](=[O:20])C(F)(F)F)[CH2:10][CH2:9][C:8]=2[CH:7]=[CH:6][C:5]=1[Cl:21])(=[O:3])[CH3:2].C([O-])([O-])=O.[K+].[K+].[C:28]([O:32]C(OC([O:32][C:28]([CH3:31])([CH3:30])[CH3:29])=O)=O)([CH3:31])([CH3:30])[CH3:29]. (5) Given the product [Br:1][C:2]1[S:6][C:5]2[C:7]([OH:9])=[C:13]([C:14]([O:16][CH2:17][CH3:18])=[O:15])[C:12](=[O:19])[N:11]([CH3:20])[C:4]=2[C:3]=1[CH3:21], predict the reactants needed to synthesize it. The reactants are: [Br:1][C:2]1[S:6][C:5]([C:7]([O:9]C)=O)=[C:4]([N:11]([CH3:20])[C:12](=[O:19])[CH2:13][C:14]([O:16][CH2:17][CH3:18])=[O:15])[C:3]=1[CH3:21].BrC1SC(C(OC)=O)=C(NC)C=1C.CCN(C(C)C)C(C)C.ClC(=O)CC(OCC)=O. (6) Given the product [C:32]1([NH:34][C:13]([CH:10]2[CH2:11][CH2:12][N:8]([C:6]([O:5][C:2]([CH3:1])([CH3:3])[CH3:4])=[O:7])[CH2:9]2)=[O:15])[CH:33]=[CH:28][CH:29]=[CH:30][CH:31]=1, predict the reactants needed to synthesize it. The reactants are: [CH3:1][C:2]([O:5][C:6]([N:8]1[CH2:12][CH2:11][CH:10]([C:13]([OH:15])=O)[CH2:9]1)=[O:7])([CH3:4])[CH3:3].C1N=CN(C(N2C=NC=C2)=O)C=1.[CH:28]1[CH:29]=[CH:30][C:31]2N(O)N=[N:34][C:32]=2[CH:33]=1.NC1C=CC=CC=1.